Dataset: Full USPTO retrosynthesis dataset with 1.9M reactions from patents (1976-2016). Task: Predict the reactants needed to synthesize the given product. (1) Given the product [CH2:1]([O:8][C:9]([CH:11]1[CH2:19][CH:18]2[CH:13]([CH2:14][CH2:15][CH2:16][CH2:17]2)[NH:12]1)=[O:10])[C:2]1[CH:3]=[CH:4][CH:5]=[CH:6][CH:7]=1, predict the reactants needed to synthesize it. The reactants are: [CH2:1]([O:8][C:9]([CH:11]1[CH2:19][CH:18]2[CH:13]([CH2:14][CH2:15][CH2:16][CH2:17]2)[NH:12]1)=[O:10])[C:2]1[CH:7]=[CH:6][CH:5]=[CH:4][CH:3]=1.CC1C=CC(S(O)(=O)=O)=CC=1.C(Cl)Cl. (2) Given the product [CH3:3][C:2]([C@H:4]1[C@@H:8]2[C@@H:9]3[C@@:22]([CH3:25])([CH2:23][CH2:24][C@@:7]2([C:31]([OH:35])=[O:32])[CH2:6][CH2:5]1)[C@@:21]1([CH3:26])[C@@H:12]([C@:13]2([CH3:30])[C@@H:18]([CH2:19][CH2:20]1)[C:17]([CH3:28])([CH3:27])[C@@H:16]([OH:29])[CH2:15][CH2:14]2)[CH2:11][CH2:10]3)=[CH2:1], predict the reactants needed to synthesize it. The reactants are: [CH3:1][C:2]([C@H:4]1[C@@H:8]2[C@@H:9]3[C@@:22]([CH3:25])([CH2:23][CH2:24][C@@:7]2([CH:31]=[O:32])[CH2:6][CH2:5]1)[C@@:21]1([CH3:26])[C@@H:12]([C@:13]2([CH3:30])[C@@H:18]([CH2:19][CH2:20]1)[C:17]([CH3:28])([CH3:27])[C@@H:16]([OH:29])[CH2:15][CH2:14]2)[CH2:11][CH2:10]3)=[CH2:3].O.Cl([O-])=[O:35].[Na+]. (3) Given the product [C:1]([Si:5]([CH3:23])([CH3:24])[O:6][C@H:7]1[CH2:11][CH2:10][C@H:9]([N:12]2[C:13]3=[N:14][C:15]([S:21][CH3:22])=[N:16][CH:17]=[C:18]3[CH2:64][N:33]([C:30]3[CH:31]=[CH:32][C:27]([O:26][CH3:25])=[CH:28][CH:29]=3)[C:52]2=[O:53])[CH2:8]1)([CH3:3])([CH3:4])[CH3:2], predict the reactants needed to synthesize it. The reactants are: [C:1]([Si:5]([CH3:24])([CH3:23])[O:6][C@H:7]1[CH2:11][CH2:10][C@H:9]([NH:12][C:13]2[C:18](C=O)=[CH:17][N:16]=[C:15]([S:21][CH3:22])[N:14]=2)[CH2:8]1)([CH3:4])([CH3:3])[CH3:2].[CH3:25][O:26][C:27]1[CH:32]=[CH:31][C:30]([NH2:33])=[CH:29][CH:28]=1.O.C1(C)C=CC(S(O)(=O)=O)=CC=1.[H-].[Al+3].[Li+].[H-].[H-].[H-].[C:52](C(C(C([O-])=O)O)O)([O-])=[O:53].[Na+].[K+].[CH2:64](N(CC)CC)C.C(Cl)(Cl)=O.C1(C)C=CC=CC=1. (4) The reactants are: [Cl:1][C:2]1[C:3]2[C:10]([C:11]3[CH:12]=[CH:13][C:14]([NH:17]C(=O)OC(C)(C)C)=[N:15][CH:16]=3)=[CH:9][N:8]([CH:25]3[CH2:29][CH2:28][CH2:27][CH2:26]3)[C:4]=2[N:5]=[CH:6][N:7]=1.FC(F)(F)C(O)=O. Given the product [Cl:1][C:2]1[C:3]2[C:10]([C:11]3[CH:12]=[CH:13][C:14]([NH2:17])=[N:15][CH:16]=3)=[CH:9][N:8]([CH:25]3[CH2:29][CH2:28][CH2:27][CH2:26]3)[C:4]=2[N:5]=[CH:6][N:7]=1, predict the reactants needed to synthesize it. (5) Given the product [F:50][C:44]1[CH:45]=[CH:46][C:47]([F:49])=[CH:48][C:43]=1[CH:39]1[CH2:40][CH2:41][CH2:42][N:38]1[C:35]1[CH:36]=[CH:37][C:32]2[N:33]([C:29]([C:13]3[CH:12]=[CH:11][CH:10]=[C:9]([F:8])[N:14]=3)=[CH:30][N:31]=2)[N:34]=1, predict the reactants needed to synthesize it. The reactants are: C(N(CC)CC)C.[F:8][C:9]1[N:14]=[C:13]([Sn](CCCC)(CCCC)CCCC)[CH:12]=[CH:11][CH:10]=1.Br[C:29]1[N:33]2[N:34]=[C:35]([N:38]3[CH2:42][CH2:41][CH2:40][CH:39]3[C:43]3[CH:48]=[C:47]([F:49])[CH:46]=[CH:45][C:44]=3[F:50])[CH:36]=[CH:37][C:32]2=[N:31][CH:30]=1.